This data is from P-glycoprotein inhibition data for predicting drug efflux from Broccatelli et al.. The task is: Regression/Classification. Given a drug SMILES string, predict its absorption, distribution, metabolism, or excretion properties. Task type varies by dataset: regression for continuous measurements (e.g., permeability, clearance, half-life) or binary classification for categorical outcomes (e.g., BBB penetration, CYP inhibition). Dataset: pgp_broccatelli. (1) The result is 0 (non-inhibitor). The drug is Nc1ccc(S(=O)(=O)NC(=O)c2ccccc2)cc1. (2) The drug is Cc1nccc2c1[nH]c1ccccc12. The result is 0 (non-inhibitor). (3) The drug is CC(C)(C)NC[C@H](O)c1cc(O)cc(O)c1. The result is 0 (non-inhibitor).